Dataset: Reaction yield outcomes from USPTO patents with 853,638 reactions. Task: Predict the reaction yield, written as a fraction of the theoretical maximum amount of product (1.0 means a 100% yield; for example, 0.34 means a 34% yield). (1) The reactants are [C:1]1([N:7]2[C:11]3[CH:12]=[CH:13][CH:14]=[CH:15][C:10]=3[N:9]=[C:8]2[CH2:16][N:17]2[C:21]3=[N:22][CH:23]=[N:24][C:25]([NH2:26])=[C:20]3[C:19]([C:27]3[C:35]4[C:30](=[CH:31][CH:32]=[CH:33][CH:34]=4)[N:29](S(C4C=CC(C)=CC=4)(=O)=O)[CH:28]=3)=[N:18]2)[CH:6]=[CH:5][CH:4]=[CH:3][CH:2]=1.[OH-].[Na+]. The catalyst is CCO. The product is [NH:29]1[C:30]2[C:35](=[CH:34][CH:33]=[CH:32][CH:31]=2)[C:27]([C:19]2[C:20]3[C:21](=[N:22][CH:23]=[N:24][C:25]=3[NH2:26])[N:17]([CH2:16][C:8]3[N:7]([C:1]4[CH:2]=[CH:3][CH:4]=[CH:5][CH:6]=4)[C:11]4[CH:12]=[CH:13][CH:14]=[CH:15][C:10]=4[N:9]=3)[N:18]=2)=[CH:28]1. The yield is 0.510. (2) The reactants are N[C:2]1[CH:10]=[C:9]2[C:5]([C:6]([C:19]3[N:23]([CH2:24][O:25][CH2:26][CH2:27][Si:28]([CH3:31])([CH3:30])[CH3:29])[C:22]4[CH:32]=[CH:33][CH:34]=[CH:35][C:21]=4[N:20]=3)=[N:7][N:8]2[CH2:11][O:12][CH2:13][CH2:14][Si:15]([CH3:18])([CH3:17])[CH3:16])=[CH:4][CH:3]=1.Cl.[N+]([O-])([O-])=O.[Na+].[I-:42].[K+]. The catalyst is C(O)(=O)C.O.II. The product is [I:42][C:2]1[CH:10]=[C:9]2[C:5]([C:6]([C:19]3[N:23]([CH2:24][O:25][CH2:26][CH2:27][Si:28]([CH3:31])([CH3:30])[CH3:29])[C:22]4[CH:32]=[CH:33][CH:34]=[CH:35][C:21]=4[N:20]=3)=[N:7][N:8]2[CH2:11][O:12][CH2:13][CH2:14][Si:15]([CH3:18])([CH3:17])[CH3:16])=[CH:4][CH:3]=1. The yield is 0.520. (3) The reactants are [CH3:1][C:2]1[CH:7]=[CH:6][C:5]([OH:8])=[CH:4][C:3]=1[N+:9]([O-:11])=[O:10].Cl.Cl[CH2:14][CH2:15][N:16]([CH3:18])[CH3:17].C([O-])([O-])=O.[K+].[K+]. The catalyst is CC(=O)CC. The product is [CH3:17][N:16]([CH3:18])[CH2:15][CH2:14][O:8][C:5]1[CH:6]=[CH:7][C:2]([CH3:1])=[C:3]([N+:9]([O-:11])=[O:10])[CH:4]=1. The yield is 0.890. (4) The reactants are C([CH:3]1[CH2:8][N:7]([C:9]2[CH:14]=[CH:13][C:12](I)=[CH:11][CH:10]=2)[C:6](=[O:16])[C:5]2[N:17]([C:23]3[CH:28]=[CH:27][C:26]([O:29][CH3:30])=[CH:25][CH:24]=3)[N:18]=[C:19]([C:20]([NH2:22])=[O:21])[C:4]1=2)C.C(OC([N:41]1[CH2:46][CH2:45][NH:44][C:43](=[O:47])[CH2:42]1)=O)C1C=CC=CC=1.C([O-])([O-])=O.[K+].[K+].CS(C)=O. The catalyst is CCOC(C)=O.O.[Cu]I. The product is [CH3:30][O:29][C:26]1[CH:25]=[CH:24][C:23]([N:17]2[C:5]3[C:6](=[O:16])[N:7]([C:9]4[CH:10]=[CH:11][C:12]([N:44]5[CH2:45][CH2:46][NH:41][CH2:42][C:43]5=[O:47])=[CH:13][CH:14]=4)[CH2:8][CH2:3][C:4]=3[C:19]([C:20]([NH2:22])=[O:21])=[N:18]2)=[CH:28][CH:27]=1. The yield is 0.330. (5) The reactants are [CH3:1][C:2]1[CH:7]=[CH:6][N:5]=[C:4]([C:8]2[CH:13]=[C:12]([CH3:14])[CH:11]=[CH:10][N:9]=2)[CH:3]=1.[Se](=O)=[O:16].[OH-:18].[Na+]. The catalyst is O1CCOCC1.[N+]([O-])([O-])=O.[Ag+]. The product is [C:1]([C:2]1[CH:7]=[CH:6][N:5]=[C:4]([C:8]2[CH:13]=[C:12]([CH3:14])[CH:11]=[CH:10][N:9]=2)[CH:3]=1)([OH:16])=[O:18]. The yield is 0.558. (6) The reactants are [CH:1]1(Br)[CH2:3][CH2:2]1.[Mg].II.[F:8][C:9]1[CH:22]=[C:21]([O:23][CH3:24])[CH:20]=[C:19](F)[C:10]=1[C:11]([NH:13][C:14]([CH3:18])([CH3:17])[CH2:15][OH:16])=O. The catalyst is O1CCCC1. The product is [CH:1]1([C:19]2[CH:20]=[C:21]([O:23][CH3:24])[CH:22]=[C:9]([F:8])[C:10]=2[C:11]2[O:16][CH2:15][C:14]([CH3:18])([CH3:17])[N:13]=2)[CH2:3][CH2:2]1. The yield is 0.980. (7) The reactants are [OH:1][C:2]([CH3:17])([CH3:16])[CH2:3][O:4][N:5]1[C:13](=[O:14])[C:12]2[C:7](=[CH:8][CH:9]=[CH:10][CH:11]=2)[C:6]1=[O:15].N1C(C)=CC=CC=1C.FC(F)(F)S(O[Si:32]([C:35]([CH3:38])([CH3:37])[CH3:36])([CH3:34])[CH3:33])(=O)=O. The catalyst is C(Cl)Cl.O. The product is [Si:32]([O:1][C:2]([CH3:17])([CH3:16])[CH2:3][O:4][N:5]1[C:6](=[O:15])[C:7]2[C:12](=[CH:11][CH:10]=[CH:9][CH:8]=2)[C:13]1=[O:14])([C:35]([CH3:38])([CH3:37])[CH3:36])([CH3:34])[CH3:33]. The yield is 0.990.